From a dataset of Reaction yield outcomes from USPTO patents with 853,638 reactions. Predict the reaction yield, written as a fraction of the theoretical maximum amount of product (1.0 means a 100% yield; for example, 0.34 means a 34% yield). (1) The reactants are [CH2:1]([N:8]1[CH2:13][CH2:12][C@@H:11]([CH3:14])[C@@H:10]([NH:15][C:16]2[C:21]([C:22](=[O:24])[CH3:23])=[CH:20][N:19]=[C:18]3[N:25]([CH2:28][O:29][CH2:30][CH2:31][Si:32]([CH3:35])([CH3:34])[CH3:33])[CH:26]=[CH:27][C:17]=23)[CH2:9]1)[C:2]1[CH:7]=[CH:6][CH:5]=[CH:4][CH:3]=1.[CH3:36]OC(OC)N(C)C. No catalyst specified. The product is [CH2:1]([N:8]1[CH2:13][CH2:12][C@@H:11]([CH3:14])[C@@H:10]([N:15]2[C:16]3[C:21](=[CH:20][N:19]=[C:18]4[N:25]([CH2:28][O:29][CH2:30][CH2:31][Si:32]([CH3:33])([CH3:35])[CH3:34])[CH:26]=[CH:27][C:17]4=3)[C:22](=[O:24])[CH:23]=[CH:36]2)[CH2:9]1)[C:2]1[CH:3]=[CH:4][CH:5]=[CH:6][CH:7]=1. The yield is 0.300. (2) The reactants are [Cl:1][C:2]1[CH:3]=[C:4]([C:9]2([C:21]([F:24])([F:23])[F:22])[O:13][N:12]=[C:11]([C:14]3[CH:15]=[C:16]([NH2:20])[CH:17]=[CH:18][CH:19]=3)[CH2:10]2)[CH:5]=[C:6]([Cl:8])[CH:7]=1.Cl[C:26]1[N:31]=[CH:30][CH:29]=[CH:28][N:27]=1.CC1C=CC(S(O)(=O)=O)=CC=1. The catalyst is O1CCOCC1. The product is [Cl:1][C:2]1[CH:3]=[C:4]([C:9]2([C:21]([F:22])([F:24])[F:23])[O:13][N:12]=[C:11]([C:14]3[CH:15]=[C:16]([NH:20][C:26]4[N:31]=[CH:30][CH:29]=[CH:28][N:27]=4)[CH:17]=[CH:18][CH:19]=3)[CH2:10]2)[CH:5]=[C:6]([Cl:8])[CH:7]=1. The yield is 0.360. (3) The reactants are CO[C:3]([C:5]1[N:6]=[CH:7][C:8]2[C:13]([C:14]=1[OH:15])=[CH:12][CH:11]=[C:10]([O:16][C:17]1[CH:22]=[CH:21][CH:20]=[CH:19][CH:18]=1)[CH:9]=2)=[O:4].[NH2:23][C:24]([CH3:30])([CH3:29])[CH2:25][C:26]([OH:28])=[O:27].C[O-].[Na+].Cl. The catalyst is CN(C=O)C.O. The product is [OH:15][C:14]1[C:13]2[C:8](=[CH:9][C:10]([O:16][C:17]3[CH:18]=[CH:19][CH:20]=[CH:21][CH:22]=3)=[CH:11][CH:12]=2)[CH:7]=[N:6][C:5]=1[C:3]([NH:23][C:24]([CH3:30])([CH3:29])[CH2:25][C:26]([OH:28])=[O:27])=[O:4]. The yield is 0.330. (4) The reactants are [Cl:1][C:2]1[C:3]([F:13])=[C:4]([I:12])[C:5]([OH:11])=[C:6]([C:8](=[O:10])[CH3:9])[CH:7]=1.C(=O)([O-])[O-].[K+].[K+].Br[CH:21]([CH3:27])[C:22]([O:24][CH2:25][CH3:26])=[O:23]. The catalyst is CN(C)C=O.O.C(OCC)(=O)C. The product is [C:8]([C:6]1[C:5]([O:11][CH:21]([CH3:27])[C:22]([O:24][CH2:25][CH3:26])=[O:23])=[C:4]([I:12])[C:3]([F:13])=[C:2]([Cl:1])[CH:7]=1)(=[O:10])[CH3:9]. The yield is 0.560. (5) The product is [Cl:1][C:2]1[N:9]=[C:8]([Cl:10])[C:7]([CH:11]2[CH2:12][CH2:13]2)=[CH:6][C:3]=1[C:4]([NH2:5])=[O:15]. The yield is 0.700. The catalyst is CS(C)=O. The reactants are [Cl:1][C:2]1[N:9]=[C:8]([Cl:10])[C:7]([CH:11]2[CH2:13][CH2:12]2)=[CH:6][C:3]=1[C:4]#[N:5].C([O-])([O-])=[O:15].[K+].[K+].OO.O. (6) The reactants are [BH4-].[Na+].[C:3]1([S:9]([N:12]2[C:20]3[C:15](=[CH:16][C:17]([C:21](=O)[CH3:22])=[CH:18][CH:19]=3)[CH2:14][CH2:13]2)(=[O:11])=[O:10])[CH:8]=[CH:7][CH:6]=[CH:5][CH:4]=1.O.[OH-].[Na+]. The catalyst is C(O)(C(F)(F)F)=O. The product is [CH2:21]([C:17]1[CH:16]=[C:15]2[C:20](=[CH:19][CH:18]=1)[N:12]([S:9]([C:3]1[CH:8]=[CH:7][CH:6]=[CH:5][CH:4]=1)(=[O:11])=[O:10])[CH2:13][CH2:14]2)[CH3:22]. The yield is 0.470.